This data is from Full USPTO retrosynthesis dataset with 1.9M reactions from patents (1976-2016). The task is: Predict the reactants needed to synthesize the given product. (1) Given the product [Br:24][C:22]1[CH:21]=[N:20][C:15]2[NH:16][C:17]3[CH:18]=[N:19][C:11]([CH2:9][OH:8])=[CH:12][C:13]=3[C:14]=2[CH:23]=1, predict the reactants needed to synthesize it. The reactants are: [H-].[Al+3].[Li+].[H-].[H-].[H-].C[O:8][C:9]([C:11]1[N:19]=[CH:18][C:17]2[NH:16][C:15]3[N:20]=[CH:21][C:22]([Br:24])=[CH:23][C:14]=3[C:13]=2[CH:12]=1)=O. (2) Given the product [F:1][C:2]1[CH:7]=[CH:6][CH:5]=[C:4]2[C:3]=1[CH:11]=[CH:12][NH:13]2, predict the reactants needed to synthesize it. The reactants are: [F:1][C:2]1[CH:7]=[CH:6][CH:5]=[C:4]([N+]([O-])=O)[C:3]=1[CH:11]=[CH:12][N:13]1CCCC1. (3) The reactants are: [C:1]([O:5][C:6]([NH:8][CH2:9][C:10]1([C:17]([OH:19])=O)[CH2:12][CH:11]1[CH2:13][CH:14]([CH3:16])[CH3:15])=[O:7])([CH3:4])([CH3:3])[CH3:2].C1C=CC2N(O)N=[N:26]C=2C=1.CN1CCOCC1.C(Cl)CCl. Given the product [C:1]([O:5][C:6](=[O:7])[NH:8][CH2:9][C:10]1([C:17](=[O:19])[NH2:26])[CH2:12][CH:11]1[CH2:13][CH:14]([CH3:16])[CH3:15])([CH3:4])([CH3:3])[CH3:2], predict the reactants needed to synthesize it. (4) Given the product [NH2:1][C:2]1[C:7]([C:8]([C:10]2[CH:15]=[C:14]([F:16])[CH:13]=[CH:12][C:11]=2[O:17][CH3:18])=[O:9])=[CH:6][N:5]=[C:4]([NH:19][CH:20]2[CH2:25][CH2:24][N:23]([S:26]([CH2:29][CH2:30][CH2:31][NH:33][CH:34]([CH3:38])[CH2:35][O:36][CH3:37])(=[O:28])=[O:27])[CH2:22][CH2:21]2)[N:3]=1, predict the reactants needed to synthesize it. The reactants are: [NH2:1][C:2]1[C:7]([C:8]([C:10]2[CH:15]=[C:14]([F:16])[CH:13]=[CH:12][C:11]=2[O:17][CH3:18])=[O:9])=[CH:6][N:5]=[C:4]([NH:19][CH:20]2[CH2:25][CH2:24][N:23]([S:26]([CH2:29][CH2:30][CH2:31]Cl)(=[O:28])=[O:27])[CH2:22][CH2:21]2)[N:3]=1.[NH2:33][CH:34]([CH3:38])[CH2:35][O:36][CH3:37]. (5) Given the product [CH3:1][O:2][C:3](=[O:22])/[C:4](/[NH:11][C:12]([O:14][CH2:15][C:16]1[CH:17]=[CH:18][CH:19]=[CH:20][CH:21]=1)=[O:13])=[CH:40]/[C:39]1[CH:42]=[C:35]([Br:34])[CH:36]=[CH:37][C:38]=1[O:43][CH3:44], predict the reactants needed to synthesize it. The reactants are: [CH3:1][O:2][C:3](=[O:22])[CH:4]([NH:11][C:12]([O:14][CH2:15][C:16]1[CH:21]=[CH:20][CH:19]=[CH:18][CH:17]=1)=[O:13])P(OC)(OC)=O.C1CCN2C(=NCCC2)CC1.[Br:34][C:35]1[CH:36]=[CH:37][C:38]([O:43][CH3:44])=[C:39]([CH:42]=1)[CH:40]=O.